Dataset: Full USPTO retrosynthesis dataset with 1.9M reactions from patents (1976-2016). Task: Predict the reactants needed to synthesize the given product. (1) Given the product [OH:40][C:18]([CH3:20])([CH3:19])[CH2:17][NH:16][C:11]1=[N:12][C:13](=[O:15])[S:14]/[C:10]/1=[CH:9]\[CH:6]1[CH2:7][CH2:8][N:3]([CH2:27][C:28]2[CH:35]=[CH:34][C:31]([C:32]#[N:33])=[CH:30][C:29]=2[C:36]([F:39])([F:38])[F:37])[CH2:4][CH2:5]1, predict the reactants needed to synthesize it. The reactants are: Cl.Cl.[NH:3]1[CH2:8][CH2:7][CH:6](/[CH:9]=[C:10]2/[C:11]([NH:16][CH2:17][C:18]#[CH:19])=[N:12][C:13](=[O:15])[S:14]/2)[CH2:5][CH2:4]1.[C:20](=O)([O-])[O-].[K+].[K+].Br[CH2:27][C:28]1[CH:35]=[CH:34][C:31]([C:32]#[N:33])=[CH:30][C:29]=1[C:36]([F:39])([F:38])[F:37].[OH2:40]. (2) Given the product [NH2:1][C:2]1[C:7]([C:8]#[N:9])=[C:6]([N:56]2[CH2:57][CH2:58][CH:53]([C:41]3[N:40]([CH2:39][CH2:38][N:34]4[CH2:37][CH2:36][CH2:35]4)[CH:44]=[C:43]([C:45]4[CH:50]=[CH:49][C:48]([F:51])=[C:47]([Cl:52])[CH:46]=4)[N:42]=3)[CH2:54][CH2:55]2)[N:5]=[CH:4][N:3]=1, predict the reactants needed to synthesize it. The reactants are: [NH2:1][C:2]1[C:7]([C:8]#[N:9])=[C:6](N2CCC(C3N(C)C=C(C4C=CC(F)=C(C(F)(F)F)C=4)N=3)CC2)[N:5]=[CH:4][N:3]=1.Cl.[N:34]1([CH2:38][CH2:39][N:40]2[CH:44]=[C:43]([C:45]3[CH:50]=[CH:49][C:48]([F:51])=[C:47]([Cl:52])[CH:46]=3)[N:42]=[C:41]2[CH:53]2[CH2:58][CH2:57][NH:56][CH2:55][CH2:54]2)[CH2:37][CH2:36][CH2:35]1. (3) The reactants are: [Cl:1][C:2]1[C:3]2[N:4]([C:18]([CH3:21])=[CH:19][CH:20]=2)[C:5]([C:8]([NH:10][CH2:11][CH:12]2[CH2:17][CH2:16][O:15][CH2:14][CH2:13]2)=[O:9])=[CH:6][N:7]=1.[Cl:22][C:23]1[CH:24]=[C:25]([CH:27]=[CH:28][CH:29]=1)[NH2:26].CS(O)(=O)=O. Given the product [ClH:1].[Cl:22][C:23]1[CH:24]=[C:25]([NH:26][C:2]2[C:3]3[N:4]([C:18]([CH3:21])=[CH:19][CH:20]=3)[C:5]([C:8]([NH:10][CH2:11][CH:12]3[CH2:17][CH2:16][O:15][CH2:14][CH2:13]3)=[O:9])=[CH:6][N:7]=2)[CH:27]=[CH:28][CH:29]=1, predict the reactants needed to synthesize it. (4) Given the product [C:25]1([C:34]2[CH:35]=[CH:36][CH:37]=[CH:38][CH:39]=2)[CH:26]=[CH:27][CH:28]=[CH:29][C:30]=1[C:2]1[CH:3]=[CH:4][C:5](=[O:24])[N:6]([CH2:8][CH2:9][CH2:10][C:11]2[CH:12]=[C:13]([CH:21]=[CH:22][CH:23]=2)[O:14][CH2:15][C:16]([O:18][CH2:19][CH3:20])=[O:17])[CH:7]=1, predict the reactants needed to synthesize it. The reactants are: Br[C:2]1[CH:3]=[CH:4][C:5](=[O:24])[N:6]([CH2:8][CH2:9][CH2:10][C:11]2[CH:12]=[C:13]([CH:21]=[CH:22][CH:23]=2)[O:14][CH2:15][C:16]([O:18][CH2:19][CH3:20])=[O:17])[CH:7]=1.[C:25]1([C:34]2[CH:39]=[CH:38][CH:37]=[CH:36][CH:35]=2)[C:26](B(O)O)=[CH:27][CH:28]=[CH:29][CH:30]=1.C([O-])([O-])=O.[Na+].[Na+].O. (5) Given the product [CH:1]1([CH:5]([C:8]2[CH:13]=[CH:12][CH:11]=[C:10]([CH:14]([CH3:16])[CH3:15])[C:9]=2[OH:17])[CH3:6])[CH2:4][CH2:3][CH2:2]1, predict the reactants needed to synthesize it. The reactants are: [CH:1]1([C:5]([C:8]2[CH:13]=[CH:12][CH:11]=[C:10]([CH:14]([CH3:16])[CH3:15])[C:9]=2[OH:17])(O)[CH3:6])[CH2:4][CH2:3][CH2:2]1.C([SiH](CC)CC)C.FC(F)(F)C(O)=O.C(=O)(O)[O-].[Na+].[F-].C([N+](CCCC)(CCCC)CCCC)CCC. (6) Given the product [C:1]([O:5][C:6]([N:8]1[CH2:13][CH:12]=[C:11]([C:24]2[S:28][C:27]([C:29]3[CH:30]=[CH:31][C:32]4[CH2:39][CH:38]5[C:40]6([CH2:44][N:43]([CH2:45][C:46]([F:47])([F:48])[F:49])[S:42](=[O:51])(=[O:50])[NH:41]6)[CH:35]([CH2:36][CH2:37]5)[CH2:34][C:33]=4[CH:52]=3)=[N:26][CH:25]=2)[CH2:10][CH2:9]1)=[O:7])([CH3:2])([CH3:3])[CH3:4], predict the reactants needed to synthesize it. The reactants are: [C:1]([O:5][C:6]([N:8]1[CH2:13][CH:12]=[C:11](B2OC(C)(C)C(C)(C)O2)[CH2:10][CH2:9]1)=[O:7])([CH3:4])([CH3:3])[CH3:2].Br[C:24]1[S:28][C:27]([C:29]2[CH:30]=[CH:31][C:32]3[CH2:39][CH:38]4[C:40]5([CH2:44][N:43]([CH2:45][C:46]([F:49])([F:48])[F:47])[S:42](=[O:51])(=[O:50])[NH:41]5)[CH:35]([CH2:36][CH2:37]4)[CH2:34][C:33]=3[CH:52]=2)=[N:26][CH:25]=1. (7) Given the product [F:9][C:10]1[CH:17]=[C:16]([F:18])[CH:15]=[CH:14][C:11]=1[CH2:12][NH:8][CH2:1][CH2:2][CH2:3][CH2:4][CH2:5][CH2:6][CH3:7], predict the reactants needed to synthesize it. The reactants are: [CH2:1]([NH2:8])[CH2:2][CH2:3][CH2:4][CH2:5][CH2:6][CH3:7].[F:9][C:10]1[CH:17]=[C:16]([F:18])[CH:15]=[CH:14][C:11]=1[CH:12]=O.C(O)(=O)C.[BH4-].